This data is from Full USPTO retrosynthesis dataset with 1.9M reactions from patents (1976-2016). The task is: Predict the reactants needed to synthesize the given product. Given the product [CH3:1][O:2][C:3]1[C:12]2[N:11]=[C:10]([NH:13][C:33]([C:31]3[CH:32]=[N:27][CH:28]=[N:29][CH:30]=3)=[O:34])[N:9]3[CH2:14][CH2:15][N:16]=[C:8]3[C:7]=2[CH:6]=[CH:5][C:4]=1[O:17][CH2:18][CH2:19][CH2:20][N:21]1[CH2:22][CH2:23][O:24][CH2:25][CH2:26]1, predict the reactants needed to synthesize it. The reactants are: [CH3:1][O:2][C:3]1[C:12]2[N:11]=[C:10]([NH2:13])[N:9]3[CH2:14][CH2:15][N:16]=[C:8]3[C:7]=2[CH:6]=[CH:5][C:4]=1[O:17][CH2:18][CH2:19][CH2:20][N:21]1[CH2:26][CH2:25][O:24][CH2:23][CH2:22]1.[N:27]1[CH:32]=[C:31]([C:33](O)=[O:34])[CH:30]=[N:29][CH:28]=1.C1CN([P+](ON2N=NC3C=CC=CC2=3)(N2CCCC2)N2CCCC2)CC1.F[P-](F)(F)(F)(F)F.C(N(C(C)C)CC)(C)C.